Task: Predict which catalyst facilitates the given reaction.. Dataset: Catalyst prediction with 721,799 reactions and 888 catalyst types from USPTO (1) Reactant: [H-].[Al+3].[Li+].[H-].[H-].[H-].[CH2:7]([O:14][C:15]([NH:17][CH:18]1[CH2:21][C:20]([C:28](OC(C)C)=[O:29])([C:22](OC(C)C)=[O:23])[CH2:19]1)=[O:16])[C:8]1[CH:13]=[CH:12][CH:11]=[CH:10][CH:9]=1. Product: [OH:29][CH2:28][C:20]1([CH2:22][OH:23])[CH2:21][CH:18]([NH:17][C:15](=[O:16])[O:14][CH2:7][C:8]2[CH:9]=[CH:10][CH:11]=[CH:12][CH:13]=2)[CH2:19]1. The catalyst class is: 7. (2) Reactant: [CH:1]([C:4]1[N:9]=[C:8]([C:10]2[CH:15]=[CH:14][C:13]([CH3:16])=[CH:12][N:11]=2)[CH:7]=[C:6]([C:17]([OH:19])=O)[CH:5]=1)([CH3:3])[CH3:2].[F:20][C:21]([F:32])([F:31])[C:22]1[N:27]=[CH:26][C:25]([C@H:28]([NH2:30])[CH3:29])=[CH:24][N:23]=1.CN(C(ON1N=NC2C=CC=NC1=2)=[N+](C)C)C.F[P-](F)(F)(F)(F)F.C(N(C(C)C)CC)(C)C. Product: [CH:1]([C:4]1[N:9]=[C:8]([C:10]2[CH:15]=[CH:14][C:13]([CH3:16])=[CH:12][N:11]=2)[CH:7]=[C:6]([C:17]([NH:30][C@@H:28]([C:25]2[CH:24]=[N:23][C:22]([C:21]([F:32])([F:31])[F:20])=[N:27][CH:26]=2)[CH3:29])=[O:19])[CH:5]=1)([CH3:2])[CH3:3]. The catalyst class is: 3. (3) Product: [N:24]1([C:17]2[C:18]3[NH:23][CH:22]=[CH:21][C:19]=3[N:20]=[C:15]([C:11]3[CH:10]=[C:9]([OH:8])[CH:14]=[CH:13][CH:12]=3)[N:16]=2)[CH2:29][CH2:28][O:27][CH2:26][CH2:25]1. Reactant: C([O:8][C:9]1[CH:10]=[C:11]([C:15]2[N:16]=[C:17]([N:24]3[CH2:29][CH2:28][O:27][CH2:26][CH2:25]3)[C:18]3[NH:23][CH:22]=[CH:21][C:19]=3[N:20]=2)[CH:12]=[CH:13][CH:14]=1)C1C=CC=CC=1.C(O)(=O)C. The catalyst class is: 19. (4) Reactant: [Cl:1][C:2]1[CH:3]=[C:4]([NH:9][C:10]2[N:14]=[C:13]([NH2:15])[NH:12][N:11]=2)[CH:5]=[C:6]([Cl:8])[CH:7]=1.[CH3:16][N:17]1[CH:21]=[C:20]([CH:22]=O)[CH:19]=[N:18]1.[BH4-].[Na+]. Product: [Cl:1][C:2]1[CH:3]=[C:4]([NH:9][C:10]2[N:14]=[C:13]([NH:15][CH2:22][C:20]3[CH:19]=[N:18][N:17]([CH3:16])[CH:21]=3)[NH:12][N:11]=2)[CH:5]=[C:6]([Cl:8])[CH:7]=1. The catalyst class is: 5.